This data is from Full USPTO retrosynthesis dataset with 1.9M reactions from patents (1976-2016). The task is: Predict the reactants needed to synthesize the given product. (1) Given the product [F:35][C:22]1[CH:21]=[CH:20][CH:19]=[CH:18][C:17]=1[C:16]1[C:10]2[N:9]=[CH:8][N:7]([C:1]3[CH:6]=[CH:5][C:4]([O:47][CH3:48])=[CH:3][CH:2]=3)[C:12](=[O:13])[C:11]=2[S:14][CH:15]=1, predict the reactants needed to synthesize it. The reactants are: [C:1]1([N:7]2[C:12](=[O:13])[C:11]3[S:14][CH:15]=[C:16]([C:17]4[CH:22]=[CH:21][CH:20]=[CH:19][CH:18]=4)[C:10]=3[N:9]=[CH:8]2)[CH:6]=[CH:5][CH:4]=[CH:3][CH:2]=1.NC1C(C2C=CC=CC=2[F:35])=CSC=1C(OC)=O.C([O:47][CH2:48]C)(OCC)OCC.COC1C=CC(N)=CC=1. (2) The reactants are: [O:1]1[CH:5]=[CH:4][N:3]=[CH:2]1.[Li]CCCC.FC(F)(F)S(O[Si:17]([CH:24]([CH3:26])[CH3:25])([CH:21]([CH3:23])[CH3:22])[CH:18]([CH3:20])[CH3:19])(=O)=O. Given the product [CH:18]([Si:17]([CH:24]([CH3:26])[CH3:25])([CH:21]([CH3:23])[CH3:22])[C:2]1[O:1][CH:5]=[CH:4][N:3]=1)([CH3:20])[CH3:19], predict the reactants needed to synthesize it. (3) Given the product [CH2:1]([N:5]1[CH:9]=[C:8]([C:10]2[O:14][N:13]=[C:12]([C:15]3[CH:20]=[CH:19][C:18]([OH:21])=[C:17]([I:25])[CH:16]=3)[N:11]=2)[CH:7]=[N:6]1)[CH2:2][CH2:3][CH3:4], predict the reactants needed to synthesize it. The reactants are: [CH2:1]([N:5]1[CH:9]=[C:8]([C:10]2[O:14][N:13]=[C:12]([C:15]3[CH:20]=[CH:19][C:18]([O:21]C(C)C)=[C:17]([I:25])[CH:16]=3)[N:11]=2)[CH:7]=[N:6]1)[CH2:2][CH2:3][CH3:4].ClC1C=C(C2ON=C(C3C=CC(OC(C)C)=C(I)C=3)N=2)C=CC=1OCCC. (4) Given the product [CH2:1]([N:8]1[CH2:17][CH2:16][C:15]2[N:14]=[C:13]([Cl:21])[CH:12]=[CH:11][C:10]=2[CH2:9]1)[C:2]1[CH:7]=[CH:6][CH:5]=[CH:4][CH:3]=1, predict the reactants needed to synthesize it. The reactants are: [CH2:1]([N:8]1[CH2:17][CH2:16][C:15]2[NH:14][C:13](=O)[CH:12]=[CH:11][C:10]=2[CH2:9]1)[C:2]1[CH:7]=[CH:6][CH:5]=[CH:4][CH:3]=1.P(Cl)(Cl)([Cl:21])=O. (5) Given the product [Br:1][C:2]1[CH:7]=[CH:6][C:5]([N:8]2[CH2:9][CH2:10][C:11](=[O:12])[CH2:16][CH2:17]2)=[CH:4][CH:3]=1, predict the reactants needed to synthesize it. The reactants are: [Br:1][C:2]1[CH:7]=[CH:6][C:5]([N:8]2[CH2:17][CH2:16][C:11]3(OCC[O:12]3)[CH2:10][CH2:9]2)=[CH:4][CH:3]=1.Cl.[OH-].[Na+].